From a dataset of Cav3 T-type calcium channel HTS with 100,875 compounds. Binary Classification. Given a drug SMILES string, predict its activity (active/inactive) in a high-throughput screening assay against a specified biological target. (1) The molecule is O=C(N\N=C\C=C/c1ccccc1)c1nccnc1. The result is 0 (inactive). (2) The compound is O=C(N\N=C(\C12CC3CC(C1)CC(C2)C3)C)c1ncccc1. The result is 0 (inactive). (3) The compound is Clc1c(CS(=O)(=O)c2snnc2C)cccc1. The result is 0 (inactive). (4) The molecule is S(c1n(nnn1)c1ccc(cc1)C(=O)C)CC(=O)NNC(=O)c1occc1. The result is 0 (inactive). (5) The drug is s1c(NC)c(c(N)c1C(=O)c1sccc1)c1sc2c(n1)cccc2. The result is 0 (inactive).